This data is from Catalyst prediction with 721,799 reactions and 888 catalyst types from USPTO. The task is: Predict which catalyst facilitates the given reaction. (1) Reactant: I[C:2]1[CH:7]=[CH:6][N:5]=[C:4]2[N:8]([C:11]([C:24]3[CH:29]=[CH:28][CH:27]=[CH:26][CH:25]=3)([C:18]3[CH:23]=[CH:22][CH:21]=[CH:20][CH:19]=3)[C:12]3[CH:17]=[CH:16][CH:15]=[CH:14][CH:13]=3)[N:9]=[CH:10][C:3]=12.[C:30](=[O:32])=[O:31].[Cl-].[NH4+]. Product: [C:11]([N:8]1[C:4]2[N:5]=[CH:6][CH:7]=[C:2]([C:30]([OH:32])=[O:31])[C:3]=2[CH:10]=[N:9]1)([C:18]1[CH:23]=[CH:22][CH:21]=[CH:20][CH:19]=1)([C:24]1[CH:25]=[CH:26][CH:27]=[CH:28][CH:29]=1)[C:12]1[CH:17]=[CH:16][CH:15]=[CH:14][CH:13]=1. The catalyst class is: 49. (2) Reactant: [Si]([O:18][CH2:19]/[CH:20]=[CH:21]\[CH2:22][CH:23]([C:34]1[CH:39]=[C:38]([F:40])[CH:37]=[CH:36][C:35]=1[F:41])[S:24]([C:27]1[CH:32]=[CH:31][C:30]([Cl:33])=[CH:29][CH:28]=1)(=[O:26])=[O:25])(C(C)(C)C)(C1C=CC=CC=1)C1C=CC=CC=1.[F-].C([N+](CCCC)(CCCC)CCCC)CCC.O. Product: [Cl:33][C:30]1[CH:29]=[CH:28][C:27]([S:24]([CH:23]([C:34]2[CH:39]=[C:38]([F:40])[CH:37]=[CH:36][C:35]=2[F:41])[CH2:22]/[CH:21]=[CH:20]\[CH2:19][OH:18])(=[O:26])=[O:25])=[CH:32][CH:31]=1. The catalyst class is: 188. (3) Reactant: [Cl:1][C:2]1[CH:3]=[C:4]([C:9]2([C:32]([F:35])([F:34])[F:33])[O:13][N:12]=[C:11]([C:14]3[CH:29]=[CH:28][C:17]([C:18]([NH:20][CH2:21][C:22]4[CH:27]=[CH:26][CH:25]=[CH:24][N:23]=4)=[O:19])=[C:16]([NH:30][CH3:31])[CH:15]=3)[CH2:10]2)[CH:5]=[C:6]([Cl:8])[CH:7]=1.Cl[CH2:37]OCCl. Product: [Cl:8][C:6]1[CH:5]=[C:4]([C:9]2([C:32]([F:34])([F:33])[F:35])[O:13][N:12]=[C:11]([C:14]3[CH:15]=[C:16]4[C:17]([C:18](=[O:19])[N:20]([CH2:21][C:22]5[CH:27]=[CH:26][CH:25]=[CH:24][N:23]=5)[CH2:31][N:30]4[CH3:37])=[CH:28][CH:29]=3)[CH2:10]2)[CH:3]=[C:2]([Cl:1])[CH:7]=1. The catalyst class is: 4. (4) Reactant: [C:1]([CH:5]1[CH2:10][CH2:9][CH:8]([N:11]([CH2:22][C:23]2[CH:31]=[CH:30][C:26]([C:27](O)=[O:28])=[CH:25][CH:24]=2)[C:12]2[N:16]([CH3:17])[C:15]3[CH:18]=[CH:19][CH:20]=[CH:21][C:14]=3[N:13]=2)[CH2:7][CH2:6]1)([CH3:4])([CH3:3])[CH3:2].[NH:32]1[C:36]([CH2:37][NH2:38])=[N:35][N:34]=[N:33]1.C1C=CC2N(O)N=NC=2C=1.C(Cl)CCl.CCN(C(C)C)C(C)C. Product: [C:1]([CH:5]1[CH2:6][CH2:7][CH:8]([N:11]([CH2:22][C:23]2[CH:24]=[CH:25][C:26]([C:27]([NH:38][CH2:37][C:36]3[NH:35][N:34]=[N:33][N:32]=3)=[O:28])=[CH:30][CH:31]=2)[C:12]2[N:16]([CH3:17])[C:15]3[CH:18]=[CH:19][CH:20]=[CH:21][C:14]=3[N:13]=2)[CH2:9][CH2:10]1)([CH3:4])([CH3:2])[CH3:3]. The catalyst class is: 3.